From a dataset of Forward reaction prediction with 1.9M reactions from USPTO patents (1976-2016). Predict the product of the given reaction. (1) Given the reactants [F:1][C:2]([F:33])([F:32])[C:3]1[CH:4]=[C:5]([CH:29]=[CH:30][CH:31]=1)[CH2:6][NH:7][C:8](=[O:28])[C:9]1[CH:14]=[CH:13][N:12]=[C:11]([C:15]2[CH:20]=[C:19]([N:21]3[CH2:26][CH2:25][CH2:24][CH2:23][CH2:22]3)[CH:18]=[CH:17][C:16]=2[NH2:27])[CH:10]=1.[CH3:34][N:35]([CH2:47][CH2:48][N:49]1[CH2:54][CH2:53][O:52][CH2:51][CH2:50]1)[C:36]([C:38]1[CH:39]=[C:40]([CH:44]=[CH:45][CH:46]=1)[C:41](O)=[O:42])=[O:37].CCN=C=NCCCN(C)C.[ClH:66], predict the reaction product. The product is: [ClH:66].[F:33][C:2]([F:1])([F:32])[C:3]1[CH:4]=[C:5]([CH:29]=[CH:30][CH:31]=1)[CH2:6][NH:7][C:8]([C:9]1[CH:14]=[CH:13][N:12]=[C:11]([C:15]2[CH:20]=[C:19]([N:21]3[CH2:26][CH2:25][CH2:24][CH2:23][CH2:22]3)[CH:18]=[CH:17][C:16]=2[NH:27][C:41](=[O:42])[C:40]2[CH:44]=[CH:45][CH:46]=[C:38]([C:36]([N:35]([CH3:34])[CH2:47][CH2:48][N:49]3[CH2:50][CH2:51][O:52][CH2:53][CH2:54]3)=[O:37])[CH:39]=2)[CH:10]=1)=[O:28]. (2) Given the reactants [Br:1][C:2]1[CH:7]=[CH:6][C:5]([OH:8])=[C:4]([O:9][C:10]([F:13])([F:12])[F:11])[CH:3]=1.Br[CH:15]([CH3:17])[CH3:16].[OH-].[Na+].O, predict the reaction product. The product is: [Br:1][C:2]1[CH:7]=[CH:6][C:5]([O:8][CH:15]([CH3:17])[CH3:16])=[C:4]([O:9][C:10]([F:11])([F:12])[F:13])[CH:3]=1.